This data is from TCR-epitope binding with 47,182 pairs between 192 epitopes and 23,139 TCRs. The task is: Binary Classification. Given a T-cell receptor sequence (or CDR3 region) and an epitope sequence, predict whether binding occurs between them. (1) The epitope is RAKFKQLL. The TCR CDR3 sequence is CASSNTDNQPQHF. Result: 0 (the TCR does not bind to the epitope). (2) The epitope is KRWIILGLNK. The TCR CDR3 sequence is CASSGEREGQVGELFF. Result: 1 (the TCR binds to the epitope). (3) The TCR CDR3 sequence is CASSLFTDNRDGYTF. Result: 0 (the TCR does not bind to the epitope). The epitope is YSEHPTFTSQY. (4) The epitope is KMKDLSPRW. The TCR CDR3 sequence is CASSQERGTSYEQYF. Result: 0 (the TCR does not bind to the epitope). (5) The epitope is KRWIILGLNK. The TCR CDR3 sequence is CASSEDYYEQYF. Result: 1 (the TCR binds to the epitope).